From a dataset of Experimentally validated miRNA-target interactions with 360,000+ pairs, plus equal number of negative samples. Binary Classification. Given a miRNA mature sequence and a target amino acid sequence, predict their likelihood of interaction. (1) The miRNA is hsa-miR-1203 with sequence CCCGGAGCCAGGAUGCAGCUC. The protein sequence of the target gene is MEPSGSEQLFEDPDPGGKSQDAEARKQTESEQKLSKMTHNALENINVIGQGLKHLFQHQRRRSSVSPHDVQQIQADPEPEMDLESQNACAEIDGVPTHPTALNRVLQQIRVPPKMKRGTSLHSRRGKPEAPKGSPQINRKSGQEMTAVMQSGRPRSSSTTDAPTSSAMMEIACAAAAAAAACLPGEEGTAERIERLEVSSLAQTSSAVASSTDGSIHTDSVDGTPDPQRTKAAIAHLQQKILKLTEQIKIAQTARDDNVAEYLKLANSADKQQAARIKQVFEKKNQKSAQTILQLQKKLE.... Result: 0 (no interaction). (2) The miRNA is mmu-miR-592-5p with sequence AUUGUGUCAAUAUGCGAUGAUGU. The protein sequence of the target gene is MPFQKHVYYPLANSPEGPDASAIGAAPMAFVPPSAASGPLPFFQFRPRLESVDWRRLSAIDVDKVAGAVDVLTLQENIMNITFCKLEDEKCPHCQSGVDPVLLKLIRLAQLTIEYLMHSQEFLTSQLNLVEERLRLSLLDYEQSKQLLTKQAGEIKLLKEECKRRKKMLSTQQLMIEAKASYYQCHFCDKAFMNQAFLQSHIQRRHTEDSHLEYNTKAQTDRLQKEIDMLKEQLQLTRSQLESAQHSHAVRFSKDYEMQKSKEEDFLKLFDRWKEEEKEKLLEEMEKVKGMFMREFKELT.... Result: 0 (no interaction). (3) The miRNA is hsa-miR-6885-3p with sequence CUUUGCUUCCUGCUCCCCUAG. The protein sequence of the target gene is MSFPPHLNRPPMGIPALPPGIPPPQFPGFPPPVPPGTPMIPVPMSIMAPAPTVLVPTVSMVGKHLGARKDHPGLKAKENDENCGPTTTVFVGNISEKASDMLIRQLLAKCGLVLSWKRVQGASGKLQAFGFCEYKEPESTLRALRLLHDLQIGEKKLLVKVDAKTKAQLDEWKAKKKASNGNARPETVTNDDEEALDEETKRRDQMIKGAIEVLIREYSSELNAPSQESDSHPRKKKKEKKEDIFRRFPVAPLIPYPLITKEDINAIEMEEDKRDLISREISKFRDTHKKLEEEKGKKEK.... Result: 0 (no interaction). (4) The miRNA is hsa-miR-8062 with sequence CAGUGAUUUGAGGAUUAUUGC. The protein sequence of the target gene is MREYKVVVLGSGGVGKSALTVQFVTGTFIEKYDPTIEDFYRKEIEVDSSPSVLEILDTAGTEQFASMRDLYIKNGQGFILVYSLVNQQSFQDIKPMRDQIVRVKRYEKVPLILVGNKVDLEPEREVMSSEGRALAQEWGCPFMETSAKSKSMVDELFAEIVRQMNYSSLPEKQDQCCTTCVVQ. Result: 0 (no interaction). (5) The miRNA is cel-miR-241-5p with sequence UGAGGUAGGUGCGAGAAAUGA. The protein sequence of the target gene is MEGVELKEEWQDEDFPIPLPEDDSIEADILAITGPEDQPGSLEVNGNKVRKKLMAPDISLTLDPSDGSVLSDDLDESGEIDLDGLDTPSENSNEFEWEDDLPKPKTTEVIRKGSITEYTAAEEKEDGRRWRMFRIGEQDHRVDMKAIEPYKKVISHGGYYGDGLNAIVVFAVCFMPESSQPNYRYLMDNLFKYVIGTLELLVAENYMIVYLNGATTRRKMPSLGWLRKCYQQIDRRLRKNLKSLIIVHPSWFIRTLLAVTRPFISSKFSQKIRYVFNLAELAELVPMEYVGIPECIKQVD.... Result: 0 (no interaction). (6) The miRNA is hsa-miR-4524a-5p with sequence AUAGCAGCAUGAACCUGUCUCA. The protein sequence of the target gene is MAQRAFPNPYADYNKSLAEGYFDAAGRLTPEFSQRLTNKIRELLQQMERGLKSADPRDGTGYTGWAGIAVLYLHLYDVFGDPAYLQLAHGYVKQSLNCLTKRSITFLCGDAGPLAVAAVLYHKMNNEKQAEDCITRLIHLNKIDPHAPNEMLYGRIGYIYALLFVNKNFGVEKIPQSHIQQICETILTSGENLARKRNFTAKSPLMYEWYQEYYVGAAHGLAGIYYYLMQPSLQVSQGKLHSLVKPSVDYVCQLKFPSGNYPPCIGDNRDLLVHWCHGAPGVIYMLIQAYKVFREEKYLC.... Result: 1 (interaction). (7) The miRNA is hsa-miR-5696 with sequence CUCAUUUAAGUAGUCUGAUGCC. The protein sequence of the target gene is MAAPGPVSPEAPFDPSKPPVIEGFSPTVYSNPEGFKEKFIRKTRENPMVPIGCLGTAAALTYGLYCFHRGQSHRSQLMMRTRIAAQGFTVVAILLGLAASAMKSQA. Result: 0 (no interaction). (8) The miRNA is hsa-miR-6830-3p with sequence UGUCUUUCUUCUCUCCCUUGCAG. The protein sequence of the target gene is MGAHHPALGLLLLLLCPAQVFSQSCVWYGECGIATGDKRYNCKYSGPPKPLPKDGYDLVQELCPGLFFDNVSLCCDIQQLQTLKSNLQLPLQFLSRCPSCFYNLMTLFCELTCSPHQSQFLNVTATEDYFDPKTQENKTNVKELEYFVGQSFANAMYNACRDVEAPSSNEKALGLLCGRDARACNATNWIEYMFNKDNGQAPFTIIPVFSDLSILGMEPMRNATKGCNESVDEVTGPCSCQDCSIVCGPKPQPPPPPMPWRIWGLDAMYVIMWVTYVAFLFVFFGALLAVWCHRRRYFVS.... Result: 0 (no interaction). (9) The miRNA is mmu-miR-3072-3p with sequence UGCCCCCUCCAGGAAGCCUUCU. The protein sequence of the target gene is MAAVQVVGSWPSVQPREAPREAIPERGNGFRLLSARLCALRPDDSSSARTEIHLLFDQLISENYSEGSGVAPEDVSALLVQACRLVPLNQNHLVSKVSQLIHHLLNRLQVIVDEQHLDFLLAYTISAIHQCSSWTHREILQALAALVYCNGSKCQKYLPELLGNTGLLMKLSDLAQSDPEVRRAAVHCMANLCLSVPGQPYLEEPYQNVCFQAFLTILQSPKSSDMDDITFCMLLQNALKGIQSLLNGGRMKLTQTDELGALLAVLKKFMFHGLPGLNIEMPTVLYPTPLPQYDGRTPIK.... Result: 0 (no interaction). (10) The miRNA is hsa-miR-758-5p with sequence GAUGGUUGACCAGAGAGCACAC. The protein sequence of the target gene is MPSDLAKKKAAKKKEAAKARQRPRKGHEENGDVVTEPQVAEKNEANGRETTEVDLLTKELEDFEMKKAAARAVTGVLASHPNSTDVHIINLSLTFHGQELLSDTKLELNSGRRYGLIGLNGIGKSMLLSAIGKREVPIPEHIDIYHLTREMPPSDKTPLHCVMEVDTERAMLEKEAERLAHEDAECEKLMELYERLEELDADKAEMRASRILHGLGFTPAMQRKKLKDFSGGWRMRVALARALFIRPFMLLLDEPTNHLDLDACVWLEEELKTFKRILVLVSHSQDFLNGVCTNIIHMHN.... Result: 1 (interaction).